Dataset: Catalyst prediction with 721,799 reactions and 888 catalyst types from USPTO. Task: Predict which catalyst facilitates the given reaction. (1) Reactant: [NH2:1][C@H:2]([CH2:18][CH2:19][C:20]1[CH:25]=[CH:24][C:23]([C:26]([F:29])([F:28])[F:27])=[CH:22][CH:21]=1)[C:3]([NH:5][C:6]1[CH:7]=[CH:8][C:9]2[C:13]([CH3:15])([CH3:14])[O:12][B:11]([OH:16])[C:10]=2[CH:17]=1)=[O:4].[NH:30]([C:47]([O:49][C:50]([CH3:53])([CH3:52])[CH3:51])=[O:48])[C@H:31]([C:44](O)=[O:45])[CH2:32][CH2:33][C:34](=[O:43])[O:35][CH2:36][C:37]1[CH:42]=[CH:41][CH:40]=[CH:39][CH:38]=1.CCN(C(C)C)C(C)C.CN(C(ON1N=NC2C=CC=NC1=2)=[N+](C)C)C.F[P-](F)(F)(F)(F)F. Product: [C:50]([O:49][C:47]([NH:30][C@H:31]([C:44]([NH:1][C@H:2]([CH2:18][CH2:19][C:20]1[CH:21]=[CH:22][C:23]([C:26]([F:28])([F:29])[F:27])=[CH:24][CH:25]=1)[C:3]([NH:5][C:6]1[CH:7]=[CH:8][C:9]2[C:13]([CH3:15])([CH3:14])[O:12][B:11]([OH:16])[C:10]=2[CH:17]=1)=[O:4])=[O:45])[CH2:32][CH2:33][C:34]([O:35][CH2:36][C:37]1[CH:42]=[CH:41][CH:40]=[CH:39][CH:38]=1)=[O:43])=[O:48])([CH3:53])([CH3:52])[CH3:51]. The catalyst class is: 2. (2) Reactant: [CH3:1][O:2][C:3]([CH:5]1[CH2:9][C:8](=[O:10])[N:7]([C:11]2[CH:16]=[CH:15][C:14]([OH:17])=[CH:13][CH:12]=2)[CH2:6]1)=[O:4].P([O-])([O-])([O-])=O.[K+].[K+].[K+].[Cl-].[Na+].S([O-])([O-])(=O)=O.[Mg+2].[OH-].[Na+]. Product: [CH3:1][O:2][C:3]([C@@H:5]1[CH2:9][C:8](=[O:10])[N:7]([C:11]2[CH:12]=[CH:13][C:14]([OH:17])=[CH:15][CH:16]=2)[CH2:6]1)=[O:4]. The catalyst class is: 244. (3) Reactant: N1C=CC=CC=1.[Cl:7][C:8]1[CH:13]=[CH:12][C:11]([C:14]2[CH:15]=[CH:16][C:17]([C:20]#[C:21][C:22]3[CH:27]=[CH:26][C:25](/[CH:28]=[C:29](\[CH3:32])/[CH2:30]O)=[CH:24][CH:23]=3)=[N:18][CH:19]=2)=[CH:10][CH:9]=1.S(Cl)([Cl:35])=O. Product: [Cl:35][CH2:30]/[C:29](/[CH3:32])=[CH:28]/[C:25]1[CH:26]=[CH:27][C:22]([C:21]#[C:20][C:17]2[CH:16]=[CH:15][C:14]([C:11]3[CH:12]=[CH:13][C:8]([Cl:7])=[CH:9][CH:10]=3)=[CH:19][N:18]=2)=[CH:23][CH:24]=1. The catalyst class is: 2. (4) Reactant: Cl.[Cl:2][C:3]1[CH:4]=[C:5]2[C:9](=[CH:10][CH:11]=1)[NH:8][C:7]([C:12]1[CH:13]=[N:14][CH:15]=[CH:16][CH:17]=1)=[C:6]2[CH3:18].C[Si]([N-][Si](C)(C)C)(C)C.[K+].C1(C)C=CC=CC=1.[CH3:36][O:37][C:38](=[O:47])[C:39]1[CH:44]=[CH:43][C:42]([CH2:45]Br)=[CH:41][CH:40]=1. Product: [CH3:36][O:37][C:38](=[O:47])[C:39]1[CH:44]=[CH:43][C:42]([CH2:45][N:8]2[C:9]3[C:5](=[CH:4][C:3]([Cl:2])=[CH:11][CH:10]=3)[C:6]([CH3:18])=[C:7]2[C:12]2[CH:13]=[N:14][CH:15]=[CH:16][CH:17]=2)=[CH:41][CH:40]=1. The catalyst class is: 36. (5) Reactant: [CH2:1]([C:4]1([NH2:18])[CH2:9][CH2:8][CH:7]([O:10][Si](C(C)(C)C)(C)C)[CH2:6][CH2:5]1)[CH:2]=[CH2:3].Cl. Product: [CH2:1]([C:4]1([NH2:18])[CH2:9][CH2:8][CH:7]([OH:10])[CH2:6][CH2:5]1)[CH:2]=[CH2:3]. The catalyst class is: 27. (6) Reactant: [Br:1][C:2]1[CH:3]=[C:4]([F:9])[C:5](Cl)=[N:6][CH:7]=1.Cl.[CH3:11][C:12]1([C:18]([O:20][CH2:21]C)=[O:19])[CH2:17][CH2:16][NH:15][CH2:14][CH2:13]1.C(N(C(C)C)C(C)C)C.CN1CCCC1=O. Product: [Br:1][C:2]1[CH:3]=[C:4]([F:9])[C:5]([N:15]2[CH2:16][CH2:17][C:12]([CH3:11])([C:18]([O:20][CH3:21])=[O:19])[CH2:13][CH2:14]2)=[N:6][CH:7]=1. The catalyst class is: 6. (7) Reactant: [As:1]([C:3]1[CH:8]=[CH:7][C:6]([NH:9][C:10]([CH2:12][S:13][CH2:14][CH2:15][C:16]([NH:18][C@H:19]([C:24]([OH:26])=[O:25])[CH2:20][C:21](O)=O)=[O:17])=[O:11])=[CH:5][CH:4]=1)=[O:2].SCCC(N[C@H](C([O-])=O)CC[C:36]([O-:38])=[O:37])=O.[Na+].[Na+].C(=O)(O)[O-].C1(P(C2C=CC=CC=2)C2C=CC=CC=2)C=CC=CC=1. Product: [As:1]([C:3]1[CH:8]=[CH:7][C:6]([NH:9][C:10]([CH2:12][S:13][CH2:14][CH2:15][C:16]([NH:18][C@H:19]([C:24]([OH:26])=[O:25])[CH2:20][CH2:21][C:36]([OH:38])=[O:37])=[O:17])=[O:11])=[CH:5][CH:4]=1)=[O:2]. The catalyst class is: 16. (8) Reactant: [CH2:1]([NH2:8])[C:2]1[CH:7]=[CH:6][CH:5]=[CH:4][CH:3]=1.[C:9]([O:13][C:14]([N:16]1[CH2:21][C@H:20]2[C@H:18]([CH2:19]2)[C@H:17]1[CH:22]=O)=[O:15])([CH3:12])([CH3:11])[CH3:10].C(O[BH-](OC(=O)C)OC(=O)C)(=O)C.[Na+].C([O-])(O)=O.[Na+]. Product: [C:9]([O:13][C:14]([N:16]1[CH2:21][C@H:20]2[C@H:18]([CH2:19]2)[C@H:17]1[CH2:22][NH:8][CH2:1][C:2]1[CH:7]=[CH:6][CH:5]=[CH:4][CH:3]=1)=[O:15])([CH3:12])([CH3:10])[CH3:11]. The catalyst class is: 22.